Dataset: Forward reaction prediction with 1.9M reactions from USPTO patents (1976-2016). Task: Predict the product of the given reaction. (1) Given the reactants Cl[C:2]1[CH:3]=[C:4]([CH:9]=[C:10]([CH3:12])[N:11]=1)[C:5]([O:7][CH3:8])=[O:6].[C:13]([NH2:17])(=[O:16])[CH2:14][CH3:15], predict the reaction product. The product is: [CH3:12][C:10]1[CH:9]=[C:4]([CH:3]=[C:2]([NH:17][C:13](=[O:16])[CH2:14][CH3:15])[N:11]=1)[C:5]([O:7][CH3:8])=[O:6]. (2) Given the reactants [BH4-].[Li+].[Cl:3][C:4]1[CH:5]=[CH:6][C:7]([C:27](OC)=[O:28])=[C:8]2[C:12]=1[N:11]=[C:10]1[N:13]([C:17]3[C:18]([CH3:26])=[N:19][C:20]([N:23]([CH3:25])[CH3:24])=[CH:21][CH:22]=3)[CH2:14][CH2:15][CH2:16][N:9]21, predict the reaction product. The product is: [Cl:3][C:4]1[C:12]2[N:11]=[C:10]3[N:13]([C:17]4[C:18]([CH3:26])=[N:19][C:20]([N:23]([CH3:25])[CH3:24])=[CH:21][CH:22]=4)[CH2:14][CH2:15][CH2:16][N:9]3[C:8]=2[C:7]([CH2:27][OH:28])=[CH:6][CH:5]=1. (3) Given the reactants [F:1][C:2]1[CH:7]=[CH:6][C:5]([OH:8])=[CH:4][CH:3]=1.[C:9]1([CH:15](O)[CH2:16][CH2:17][N:18]2[CH2:23][CH2:22][N:21]([C:24]3[CH:29]=[CH:28][CH:27]=[CH:26][CH:25]=3)[CH2:20][CH2:19]2)[CH:14]=[CH:13][CH:12]=[CH:11][CH:10]=1.C1(P(C2C=CC=CC=2)C2C=CC=CC=2)C=CC=CC=1.N(C(OC(C)C)=O)=NC(OC(C)C)=O, predict the reaction product. The product is: [F:1][C:2]1[CH:7]=[CH:6][C:5]([O:8][CH:15]([C:9]2[CH:14]=[CH:13][CH:12]=[CH:11][CH:10]=2)[CH2:16][CH2:17][N:18]2[CH2:23][CH2:22][N:21]([C:24]3[CH:29]=[CH:28][CH:27]=[CH:26][CH:25]=3)[CH2:20][CH2:19]2)=[CH:4][CH:3]=1. (4) Given the reactants [Cl:1][C:2]1[CH:7]=[CH:6][C:5]([C:8]2[N:9]([CH2:23][C@H:24]([OH:29])[C:25]([F:28])([F:27])[F:26])[C:10](=[O:22])[N:11]([CH2:13][C:14]3[N:18]=[C:17]([CH:19]([OH:21])[CH3:20])[NH:16][N:15]=3)[N:12]=2)=[CH:4][CH:3]=1.[Cl:30][C:31]1[CH:36]=[C:35]([F:37])[CH:34]=[CH:33][C:32]=1B(O)O.B(O)O, predict the reaction product. The product is: [Cl:30][C:31]1[CH:36]=[C:35]([F:37])[CH:34]=[CH:33][C:32]=1[N:16]1[C:17]([CH:19]([OH:21])[CH3:20])=[N:18][C:14]([CH2:13][N:11]2[C:10](=[O:22])[N:9]([CH2:23][C@H:24]([OH:29])[C:25]([F:26])([F:28])[F:27])[C:8]([C:5]3[CH:4]=[CH:3][C:2]([Cl:1])=[CH:7][CH:6]=3)=[N:12]2)=[N:15]1. (5) Given the reactants [CH2:1]([O:3][C:4]([C:6]1[CH2:11][C@H:10]([NH2:12])[C@@H:9]([NH:13][C:14](=[O:16])[CH3:15])[C@H:8]([O:17][CH:18]([CH2:21][CH3:22])[CH2:19][CH3:20])[CH:7]=1)=[O:5])[CH3:2].[P:23](=[O:27])([OH:26])([OH:25])[OH:24], predict the reaction product. The product is: [P:23]([OH:27])([OH:26])([OH:25])=[O:24].[CH2:1]([O:3][C:4]([C:6]1[CH2:11][C@H:10]([NH2:12])[C@@H:9]([NH:13][C:14](=[O:16])[CH3:15])[C@H:8]([O:17][CH:18]([CH2:21][CH3:22])[CH2:19][CH3:20])[CH:7]=1)=[O:5])[CH3:2]. (6) Given the reactants Br[CH2:2][C:3]([C:5]1[CH:6]=[N:7][CH:8]=[C:9]([Br:11])[CH:10]=1)=O.[NH2:12][C:13]1[CH:18]=[CH:17][CH:16]=[CH:15][N:14]=1, predict the reaction product. The product is: [Br:11][C:9]1[CH:10]=[C:5]([C:3]2[N:12]=[C:13]3[CH:18]=[CH:17][CH:16]=[CH:15][N:14]3[CH:2]=2)[CH:6]=[N:7][CH:8]=1.